From a dataset of Catalyst prediction with 721,799 reactions and 888 catalyst types from USPTO. Predict which catalyst facilitates the given reaction. (1) Reactant: [CH2:1]([C@H:8]([CH2:12][C:13]([O:15]C(C)(C)C)=[O:14])[C:9]([OH:11])=O)[C:2]1[CH:7]=[CH:6][CH:5]=[CH:4][CH:3]=1.[Cl:20][C:21]1[S:25][C:24]([NH:26][CH3:27])=[N:23][C:22]=1[C:28]1[CH:33]=[CH:32][CH:31]=[CH:30][C:29]=1[Cl:34].ClN1C(=O)CCC1=O.C(N(CC)CC)C. Product: [CH2:1]([C@@H:8]([C:9]([N:26]([C:24]1[S:25][C:21]([Cl:20])=[C:22]([C:28]2[CH:33]=[CH:32][CH:31]=[CH:30][C:29]=2[Cl:34])[N:23]=1)[CH3:27])=[O:11])[CH2:12][C:13]([OH:15])=[O:14])[C:2]1[CH:3]=[CH:4][CH:5]=[CH:6][CH:7]=1. The catalyst class is: 22. (2) Reactant: [OH-].[Na+].C[O:4][C:5](=[O:31])[CH2:6][O:7][C:8]1[CH:9]=[C:10]2[C:15](=[C:16]3[CH2:20][C:19]([CH3:22])([CH3:21])[O:18][C:17]=13)[C:14]([C:23]1[CH:28]=[CH:27][CH:26]=[CH:25][CH:24]=1)=[N:13][C:12]([CH3:30])([CH3:29])[CH2:11]2.[ClH:32].C(OCC)(=O)C. Product: [ClH:32].[CH3:29][C:12]1([CH3:30])[CH2:11][C:10]2[C:15](=[C:16]3[CH2:20][C:19]([CH3:21])([CH3:22])[O:18][C:17]3=[C:8]([O:7][CH2:6][C:5]([OH:31])=[O:4])[CH:9]=2)[C:14]([C:23]2[CH:24]=[CH:25][CH:26]=[CH:27][CH:28]=2)=[N:13]1. The catalyst class is: 5. (3) Reactant: C[O-].[Na+].[F:4][C:5]([F:33])([F:32])[C:6]1[CH:11]=[CH:10][C:9]([CH2:12][CH2:13][C:14]2[N:18]([CH2:19][O:20][CH2:21][CH2:22][Si:23]([CH3:26])([CH3:25])[CH3:24])[N:17]=[CH:16][C:15]=2[C:27]([O:29]CC)=O)=[CH:8][CH:7]=1.O[NH:35][C:36]([C:38]1[CH:43]=[CH:42][CH:41]=[C:40]([S:44](=[O:47])(=[O:46])[NH2:45])[CH:39]=1)=[NH:37]. Product: [F:33][C:5]([F:32])([F:4])[C:6]1[CH:11]=[CH:10][C:9]([CH2:12][CH2:13][C:14]2[N:18]([CH2:19][O:20][CH2:21][CH2:22][Si:23]([CH3:26])([CH3:25])[CH3:24])[N:17]=[CH:16][C:15]=2[C:27]2[O:29][N:37]=[C:36]([C:38]3[CH:39]=[C:40]([S:44]([NH2:45])(=[O:46])=[O:47])[CH:41]=[CH:42][CH:43]=3)[N:35]=2)=[CH:8][CH:7]=1. The catalyst class is: 8. (4) Reactant: [O:1]=[C:2]1[N:6]([C:7]2[C:8]([CH3:20])=[C:9]([CH:14]=[C:15]([N+:17]([O-:19])=[O:18])[CH:16]=2)[C:10]([O:12][CH3:13])=[O:11])[N:5]=[N:4][NH:3]1.[C:21]([O-])([O-])=O.[K+].[K+].CI. Product: [CH3:21][N:3]1[C:2](=[O:1])[N:6]([C:7]2[C:8]([CH3:20])=[C:9]([CH:14]=[C:15]([N+:17]([O-:19])=[O:18])[CH:16]=2)[C:10]([O:12][CH3:13])=[O:11])[N:5]=[N:4]1. The catalyst class is: 18. (5) Reactant: [CH:1]1([N:7]=[C:8]=[O:9])[CH2:6][CH2:5][CH2:4][CH2:3][CH2:2]1.[C:10]1([NH2:17])[CH:15]=[CH:14][CH:13]=[CH:12][C:11]=1[NH2:16]. Product: [NH2:16][C:11]1[CH:12]=[CH:13][CH:14]=[CH:15][C:10]=1[NH:17][C:8]([NH:7][CH:1]1[CH2:6][CH2:5][CH2:4][CH2:3][CH2:2]1)=[O:9]. The catalyst class is: 48. (6) Reactant: [CH3:1][C:2]1[NH:3][CH:4]=[C:5]([CH3:10])[C:6]=1[C:7]([OH:9])=O.[N:11]1([CH2:16][C@@H:17]2[CH2:22][CH2:21][CH2:20][NH:19][CH2:18]2)[CH2:15][CH2:14][CH2:13][CH2:12]1.[CH:23]1[CH:24]=[CH:25][C:26]2[N:31](O)N=N[C:27]=2[CH:28]=1.[CH2:33]([Cl:36])[CH2:34]Cl.[CH2:37]1C[O:40][CH2:39][CH2:38]1. Product: [Cl:36][C:33]1[CH:34]=[CH:5][C:6]([C:28]2[CH:23]=[CH:24][CH:25]=[C:26]3[C:27]=2/[C:38](=[CH:37]/[C:4]2[NH:3][C:2]([CH3:1])=[C:6]([C:7]([N:19]4[CH2:20][CH2:21][CH2:22][C@@H:17]([CH2:16][N:11]5[CH2:15][CH2:14][CH2:13][CH2:12]5)[CH2:18]4)=[O:9])[C:5]=2[CH3:10])/[C:39](=[O:40])[NH:31]3)=[CH:2][CH:1]=1. The catalyst class is: 10. (7) Reactant: [F:1][C:2]1[CH:7]=[CH:6][C:5]([C:8]([C:15]2[CH:20]=[CH:19][C:18]([OH:21])=[CH:17][CH:16]=2)=[CH:9][C:10]([O:12][CH2:13][CH3:14])=[O:11])=[CH:4][CH:3]=1. Product: [CH2:13]([O:12][C:10](=[O:11])[CH2:9][CH:8]([C:5]1[CH:4]=[CH:3][C:2]([F:1])=[CH:7][CH:6]=1)[C:15]1[CH:20]=[CH:19][C:18]([OH:21])=[CH:17][CH:16]=1)[CH3:14]. The catalyst class is: 696.